This data is from Full USPTO retrosynthesis dataset with 1.9M reactions from patents (1976-2016). The task is: Predict the reactants needed to synthesize the given product. Given the product [Cl:3][CH2:17][C:9]1[N:10]=[N:11][C:12]([O:14][CH2:15][CH3:16])=[CH:13][C:8]=1[O:7][CH2:5][CH3:6], predict the reactants needed to synthesize it. The reactants are: O=S(Cl)[Cl:3].[CH2:5]([O:7][C:8]1[CH:13]=[C:12]([O:14][CH2:15][CH3:16])[N:11]=[N:10][C:9]=1[CH2:17]O)[CH3:6].